Dataset: Catalyst prediction with 721,799 reactions and 888 catalyst types from USPTO. Task: Predict which catalyst facilitates the given reaction. (1) Reactant: [C:1]1([C:7]2[CH:8]=[CH:9][C:10](=[O:13])[NH:11][N:12]=2)[CH:6]=[CH:5][CH:4]=[CH:3][CH:2]=1.Br[CH2:15][CH2:16][C:17]1[CH:22]=[CH:21][C:20]([F:23])=[CH:19][CH:18]=1.C(=O)([O-])[O-].[K+].[K+]. Product: [F:23][C:20]1[CH:21]=[CH:22][C:17]([CH2:16][CH2:15][N:11]2[C:10](=[O:13])[CH:9]=[CH:8][C:7]([C:1]3[CH:2]=[CH:3][CH:4]=[CH:5][CH:6]=3)=[N:12]2)=[CH:18][CH:19]=1. The catalyst class is: 3. (2) Reactant: C(=O)([O-])[O-].[K+].[K+].FC(F)(F)C1C=C(C=CC=1)CBr.C[C:20]([NH:45]C(OC(C)(C)C)=O)([CH2:24][C:25]1[CH:30]=[C:29]([Br:31])[C:28]([O:32][CH2:33][C:34]2[CH:39]=[CH:38][CH:37]=[C:36]([C:40]([F:43])([F:42])[F:41])[CH:35]=2)=[C:27]([Br:44])[CH:26]=1)[C:21]([OH:23])=[O:22]. Product: [NH2:45][CH:20]([CH2:24][C:25]1[CH:26]=[C:27]([Br:44])[C:28]([O:32][CH2:33][C:34]2[CH:39]=[CH:38][CH:37]=[C:36]([C:40]([F:42])([F:41])[F:43])[CH:35]=2)=[C:29]([Br:31])[CH:30]=1)[C:21]([OH:23])=[O:22]. The catalyst class is: 21. (3) Reactant: [NH2:1][C:2]1[S:3][C:4]2[CH:10]=[C:9]([C:11]3[O:15][C:14]([NH:16][S:17]([C:20]4[CH:25]=[CH:24][C:23]([F:26])=[CH:22][CH:21]=4)(=[O:19])=[O:18])=[N:13][N:12]=3)[CH:8]=[CH:7][C:5]=2[N:6]=1.[CH3:27][C:28](OC(C)=O)=[O:29]. Product: [F:26][C:23]1[CH:22]=[CH:21][C:20]([S:17]([NH:16][C:14]2[O:15][C:11]([C:9]3[CH:8]=[CH:7][C:5]4[N:6]=[C:2]([NH:1][C:28](=[O:29])[CH3:27])[S:3][C:4]=4[CH:10]=3)=[N:12][N:13]=2)(=[O:18])=[O:19])=[CH:25][CH:24]=1. The catalyst class is: 377. (4) Reactant: [F:1][C:2]([F:43])([F:42])[C:3]1[CH:4]=[C:5]([C@H:13]([O:15][C@H:16]2[CH2:21][CH2:20][N:19]([CH:22]3[CH2:27][CH2:26][N:25](C(OC(C)(C)C)=O)[CH2:24][CH2:23]3)[CH2:18][C@@H:17]2[C:35]2[CH:40]=[CH:39][C:38]([F:41])=[CH:37][CH:36]=2)[CH3:14])[CH:6]=[C:7]([C:9]([F:12])([F:11])[F:10])[CH:8]=1.[ClH:44]. Product: [Cl-:44].[Cl-:44].[F:43][C:2]([F:1])([F:42])[C:3]1[CH:4]=[C:5]([C@H:13]([O:15][C@H:16]2[CH2:21][CH2:20][NH+:19]([CH:22]3[CH2:27][CH2:26][NH2+:25][CH2:24][CH2:23]3)[CH2:18][C@@H:17]2[C:35]2[CH:40]=[CH:39][C:38]([F:41])=[CH:37][CH:36]=2)[CH3:14])[CH:6]=[C:7]([C:9]([F:11])([F:10])[F:12])[CH:8]=1. The catalyst class is: 25. (5) Reactant: [Br:1][C:2]1[CH:3]=[CH:4][C:5]2[C:11](=[O:12])[CH2:10][CH2:9][CH2:8][O:7][C:6]=2[CH:13]=1.[Br:14]Br. Product: [Br:14][CH:10]1[CH2:9][CH2:8][O:7][C:6]2[CH:13]=[C:2]([Br:1])[CH:3]=[CH:4][C:5]=2[C:11]1=[O:12]. The catalyst class is: 28. (6) Reactant: [Cl:1][C:2]1[C:3]([F:14])=[C:4]([CH:7]=[C:8]([C:10]([F:13])([F:12])[F:11])[CH:9]=1)[CH:5]=[O:6].S([O-])(O[O-])(=O)=[O:16].[K+].[K+].[OH-].[Na+].Cl.C[N:27]([CH:29]=O)C. Product: [CH:29]1([NH2+:27][CH:2]2[CH2:9][CH2:8][CH2:7][CH2:4][CH2:3]2)[CH2:4][CH2:3][CH2:2][CH2:9][CH2:8]1.[Cl:1][C:2]1[C:3]([F:14])=[C:4]([CH:7]=[C:8]([C:10]([F:12])([F:13])[F:11])[CH:9]=1)[C:5]([O-:16])=[O:6]. The catalyst class is: 2. (7) Reactant: [CH2:1]([N:8]1[C:16]2[C:11](=[CH:12][CH:13]=[C:14]([CH2:17][C:18]([OH:20])=[O:19])[CH:15]=2)[CH:10]=[CH:9]1)[C:2]1[CH:7]=[CH:6][CH:5]=[CH:4][CH:3]=1.[Cl:21]N1C(=O)CCC1=O.Cl. Product: [CH2:1]([N:8]1[C:16]2[C:11](=[CH:12][CH:13]=[C:14]([CH2:17][C:18]([OH:20])=[O:19])[CH:15]=2)[C:10]([Cl:21])=[CH:9]1)[C:2]1[CH:3]=[CH:4][CH:5]=[CH:6][CH:7]=1. The catalyst class is: 7. (8) Reactant: [Si]([O:8][CH2:9][C@H:10]1[O:23][C:13]2=[N:14][C:15]3[CH:20]=[C:19]([C:21]#[N:22])[CH:18]=[CH:17][C:16]=3[N:12]2[CH2:11]1)(C(C)(C)C)(C)C.F.F.F.C(N(CC)CC)C. Product: [OH:8][CH2:9][C@H:10]1[O:23][C:13]2=[N:14][C:15]3[CH:20]=[C:19]([C:21]#[N:22])[CH:18]=[CH:17][C:16]=3[N:12]2[CH2:11]1. The catalyst class is: 10. (9) Reactant: [H-].[Na+].[F:3][C:4]([F:14])([F:13])[C:5]1[N:10]=[CH:9][C:8]([CH2:11][OH:12])=[CH:7][CH:6]=1.Br[CH2:16][C:17]([C:19]12[CH2:28][CH:23]3[CH2:24][CH:25]([CH2:27][CH:21]([CH2:22]3)[CH2:20]1)[CH2:26]2)=[O:18]. Product: [C:19]12([C:17](=[O:18])[CH2:16][O:12][CH2:11][C:8]3[CH:9]=[N:10][C:5]([C:4]([F:13])([F:3])[F:14])=[CH:6][CH:7]=3)[CH2:26][CH:25]3[CH2:24][CH:23]([CH2:22][CH:21]([CH2:27]3)[CH2:20]1)[CH2:28]2. The catalyst class is: 1.